This data is from Forward reaction prediction with 1.9M reactions from USPTO patents (1976-2016). The task is: Predict the product of the given reaction. Given the reactants Cl.[NH2:2][C:3]1[CH:4]=[C:5]([CH2:9][C:10]([O:12][CH3:13])=[O:11])[CH:6]=[CH:7][CH:8]=1.C(N(C(C)C)CC)(C)C.Cl[CH2:24][CH2:25][N:26]=[C:27]=[O:28].[Cl-].[NH4+], predict the reaction product. The product is: [O:28]=[C:27]1[NH:26][CH2:25][CH2:24][N:2]1[C:3]1[CH:4]=[C:5]([CH2:9][C:10]([O:12][CH3:13])=[O:11])[CH:6]=[CH:7][CH:8]=1.